Dataset: Reaction yield outcomes from USPTO patents with 853,638 reactions. Task: Predict the reaction yield, written as a fraction of the theoretical maximum amount of product (1.0 means a 100% yield; for example, 0.34 means a 34% yield). (1) The reactants are [Cl:1][C:2]1[CH:7]=[C:6](I)[C:5]([Cl:9])=[CH:4][N:3]=1.[NH2:10][C:11]1[CH:18]=[CH:17][CH:16]=[CH:15][C:12]=1[C:13]#[N:14].[O-]P(OP(OP([O-])([O-])=O)([O-])=O)(=O)[O-].[K+].[K+].[K+].[K+].[K+].N#N.C1C=CC(P(C2C(OC3C(P(C4C=CC=CC=4)C4C=CC=CC=4)=CC=CC=3)=CC=CC=2)C2C=CC=CC=2)=CC=1. The catalyst is O1CCOCC1.C([O-])(=O)C.[Pd+2].C([O-])(=O)C. The product is [Cl:1][C:2]1[CH:7]=[C:6]([NH:10][C:11]2[CH:18]=[CH:17][CH:16]=[CH:15][C:12]=2[C:13]#[N:14])[C:5]([Cl:9])=[CH:4][N:3]=1. The yield is 0.790. (2) The catalyst is C1COCC1. The product is [CH2:13]([NH:20][C:21]([NH:1][C:2]1[CH:3]=[C:4]([C:5]#[N:6])[CH:7]=[CH:8][C:9]=1[NH:10][CH2:11][CH3:12])=[S:22])[C:14]1[CH:19]=[CH:18][CH:17]=[CH:16][CH:15]=1. The yield is 0.930. The reactants are [NH2:1][C:2]1[CH:3]=[C:4]([CH:7]=[CH:8][C:9]=1[NH:10][CH2:11][CH3:12])[C:5]#[N:6].[CH2:13]([N:20]=[C:21]=[S:22])[C:14]1[CH:19]=[CH:18][CH:17]=[CH:16][CH:15]=1. (3) The reactants are [O:1]([CH2:8][CH2:9][CH2:10][C:11]([OH:13])=O)[C:2]1[CH:7]=[CH:6][CH:5]=[CH:4][CH:3]=1.C1C=CC2N(O)N=NC=2C=1.CCN=C=NCCCN(C)C.C(N(C(C)C)CC)(C)C.[CH3:44][NH:45][CH:46]1[CH2:51][CH2:50][N:49]([CH3:52])[CH2:48][CH2:47]1. The catalyst is C1COCC1. The product is [CH3:44][N:45]([CH:46]1[CH2:51][CH2:50][N:49]([CH3:52])[CH2:48][CH2:47]1)[C:11](=[O:13])[CH2:10][CH2:9][CH2:8][O:1][C:2]1[CH:3]=[CH:4][CH:5]=[CH:6][CH:7]=1. The yield is 0.680. (4) The reactants are [Cl:1][C:2]1[C:3]([F:28])=[C:4]([NH:8][C:9]2[C:18]3[C:13](=[CH:14][C:15]([O:21][CH:22]4[CH2:27][CH2:26][NH:25][CH2:24][CH2:23]4)=[C:16]([O:19][CH3:20])[CH:17]=3)[N:12]=[CH:11][N:10]=2)[CH:5]=[CH:6][CH:7]=1.C(N(CC)CC)C.C(N(CC)C(C)C)(C)C.[C:45](O)(=[O:49])[C@@H:46]([CH3:48])[OH:47].CN(C(ON1N=NC2C=CC=NC1=2)=[N+](C)C)C.F[P-](F)(F)(F)(F)F. The catalyst is CN1CCCC1=O. The product is [Cl:1][C:2]1[C:3]([F:28])=[C:4]([CH:5]=[CH:6][CH:7]=1)[NH:8][C:9]1[C:18]2[C:13](=[CH:14][C:15]([O:21][CH:22]3[CH2:27][CH2:26][N:25]([C:45](=[O:49])[C@H:46]([OH:47])[CH3:48])[CH2:24][CH2:23]3)=[C:16]([O:19][CH3:20])[CH:17]=2)[N:12]=[CH:11][N:10]=1. The yield is 0.556. (5) The reactants are [OH-].[Na+].C[O:4][C:5](=[O:37])[CH2:6][C@H:7]1[CH2:12][CH2:11][C@H:10]([C:13]2[CH:18]=[CH:17][C:16]([NH:19][C:20](=[O:36])[CH2:21][CH2:22][NH:23][C:24]([C:26]3[NH:27][C:28]4[C:33]([CH:34]=3)=[CH:32][C:31]([Cl:35])=[CH:30][CH:29]=4)=[O:25])=[CH:15][CH:14]=2)[CH2:9][CH2:8]1. The catalyst is C1COCC1.CO.O. The product is [Cl:35][C:31]1[CH:32]=[C:33]2[C:28](=[CH:29][CH:30]=1)[NH:27][C:26]([C:24]([NH:23][CH2:22][CH2:21][C:20]([NH:19][C:16]1[CH:17]=[CH:18][C:13]([C@H:10]3[CH2:11][CH2:12][C@H:7]([CH2:6][C:5]([OH:37])=[O:4])[CH2:8][CH2:9]3)=[CH:14][CH:15]=1)=[O:36])=[O:25])=[CH:34]2. The yield is 0.940. (6) The reactants are [CH3:1][C:2]([O:5][C:6]([NH:8][C@H:9]([C:16]([OH:18])=[O:17])[C:10]1[CH:15]=[CH:14][CH:13]=[CH:12][CH:11]=1)=[O:7])([CH3:4])[CH3:3].[CH:19]1(O)[CH2:24][CH2:23][CH2:22][CH2:21][CH2:20]1.C1CCC(N=C=NC2CCCCC2)CC1.CCOC(C)=O. The catalyst is CN(C1C=CN=CC=1)C.C(Cl)Cl. The product is [CH:19]1([O:17][C:16](=[O:18])[CH:9]([NH:8][C:6]([O:5][C:2]([CH3:1])([CH3:3])[CH3:4])=[O:7])[C:10]2[CH:15]=[CH:14][CH:13]=[CH:12][CH:11]=2)[CH2:24][CH2:23][CH2:22][CH2:21][CH2:20]1. The yield is 0.990. (7) The product is [Cl:12][C:13]1[CH:14]=[CH:15][C:16]([CH:26]=[O:27])=[C:17]([NH:19][C:20](=[O:25])[C:21]([CH3:22])([CH3:23])[CH3:24])[CH:18]=1. The reactants are [Cr](Cl)([O-])(=O)=O.[NH+]1C=CC=CC=1.[Cl:12][C:13]1[CH:14]=[CH:15][C:16]([CH2:26][OH:27])=[C:17]([NH:19][C:20](=[O:25])[C:21]([CH3:24])([CH3:23])[CH3:22])[CH:18]=1. The catalyst is C(Cl)Cl. The yield is 0.700.